Dataset: Catalyst prediction with 721,799 reactions and 888 catalyst types from USPTO. Task: Predict which catalyst facilitates the given reaction. (1) Reactant: [Br:1][C:2]1[CH:8]=[CH:7][C:5]([NH2:6])=[CH:4][CH:3]=1.[Cl:9][C:10]1[CH:18]=[C:17]([Cl:19])[CH:16]=[CH:15][C:11]=1[C:12]([Cl:14])=O.C(N(CC)CC)C. Product: [Br:1][C:2]1[CH:8]=[CH:7][C:5]([N:6]=[C:12]([Cl:14])[C:11]2[CH:15]=[CH:16][C:17]([Cl:19])=[CH:18][C:10]=2[Cl:9])=[CH:4][CH:3]=1. The catalyst class is: 4. (2) Reactant: O[C:2]1[CH:9]=[CH:8][C:7]([N+:10]([O-:12])=[O:11])=[CH:6][C:3]=1[CH:4]=O.[C:13](=[O:16])([O-])[O-:14].[K+].[K+].ClC[C:21](OC)=[O:22].[OH-].[K+].Cl. Product: [N+:10]([C:7]1[C:6]2[O:22][C:21]([C:13]([OH:14])=[O:16])=[CH:4][C:3]=2[CH:2]=[CH:9][CH:8]=1)([O-:12])=[O:11]. The catalyst class is: 90. (3) Reactant: [CH:1]([C:3]1[CH:18]=[CH:17][C:6]([O:7][C@@H:8]([CH:14]([CH3:16])[CH3:15])[C:9]([O:11][CH2:12][CH3:13])=[O:10])=[CH:5][CH:4]=1)=O.[NH2:19][OH:20].Cl.N1C=CC=CC=1. Product: [OH:20][N:19]=[CH:1][C:3]1[CH:18]=[CH:17][C:6]([O:7][C@@H:8]([CH:14]([CH3:16])[CH3:15])[C:9]([O:11][CH2:12][CH3:13])=[O:10])=[CH:5][CH:4]=1. The catalyst class is: 8. (4) Reactant: [Br:1][C:2]1[CH:7]=[CH:6][C:5]([C:8](=[O:13])[C:9]([F:12])([F:11])[F:10])=[CH:4][CH:3]=1.[NH2:14][C@@H:15]([CH2:18][C:19]([F:22])([CH3:21])[CH3:20])[CH2:16]O.CC1C=CC(S([O-])(=O)=O)=CC=1.C1C=C[NH+]=CC=1. Product: [Br:1][C:2]1[CH:7]=[CH:6][C:5]([C@@:8]2([C:9]([F:11])([F:12])[F:10])[NH:14][C@@H:15]([CH2:18][C:19]([F:22])([CH3:21])[CH3:20])[CH2:16][O:13]2)=[CH:4][CH:3]=1. The catalyst class is: 11. (5) Reactant: Br[C:2]1[CH:7]=[CH:6][CH:5]=[CH:4][N:3]=1.[CH2:8]([C:12]1[O:13][C:14]2[CH:20]=[CH:19][CH:18]=[CH:17][C:15]=2[N:16]=1)[CH2:9][C:10]#[CH:11].C1C=CN/C(=C\N=O)/C=1. Product: [N:3]1[CH:4]=[CH:5][CH:6]=[CH:7][C:2]=1[C:11]#[C:10][CH2:9][CH2:8][C:12]1[O:13][C:14]2[CH:20]=[CH:19][CH:18]=[CH:17][C:15]=2[N:16]=1.[O:13]1[C:14]2[CH:20]=[CH:19][CH:18]=[CH:17][C:15]=2[N:16]=[CH:12]1. The catalyst class is: 2. (6) Reactant: [O:1]=[C:2]1[NH:7][C:6]2[CH:8]=[C:9]([C:11]3[CH:16]=[CH:15][CH:14]=[CH:13][CH:12]=3)[S:10][C:5]=2[C:4](=[O:17])[N:3]1[CH:18]1[CH2:23][CH2:22][N:21]([C:24]([O:26][C:27]([CH3:30])([CH3:29])[CH3:28])=[O:25])[CH2:20][CH2:19]1.Cl[CH2:32][C:33]#[N:34].C(=O)([O-])[O-].[K+].[K+]. Product: [C:33]([CH2:32][N:7]1[C:6]2[CH:8]=[C:9]([C:11]3[CH:16]=[CH:15][CH:14]=[CH:13][CH:12]=3)[S:10][C:5]=2[C:4](=[O:17])[N:3]([CH:18]2[CH2:23][CH2:22][N:21]([C:24]([O:26][C:27]([CH3:30])([CH3:29])[CH3:28])=[O:25])[CH2:20][CH2:19]2)[C:2]1=[O:1])#[N:34]. The catalyst class is: 3. (7) Reactant: C(=O)([O-])[O-].[Cs+].[Cs+].FC(F)(F)S(O[CH2:13][C:14]([F:17])([F:16])[F:15])(=O)=O.[Cl:20][C:21]1[CH:22]=[CH:23][C:24]2[O:28][C:27](=[O:29])[NH:26][C:25]=2[CH:30]=1.O. Product: [Cl:20][C:21]1[CH:22]=[CH:23][C:24]2[O:28][C:27](=[O:29])[N:26]([CH2:13][C:14]([F:17])([F:16])[F:15])[C:25]=2[CH:30]=1. The catalyst class is: 3. (8) Reactant: C[Si]([N-][Si](C)(C)C)(C)C.[Na+].[CH3:11][NH:12][C:13]1[NH:23][C:22]2[C:15](=[C:16]([CH2:24][C:25]3[CH:30]=[C:29]([Br:31])[C:28]([O:32][CH3:33])=[C:27]([Br:34])[CH:26]=3)[C:17]([N:19]=[CH:20][CH:21]=2)=[O:18])[N:14]=1.I[CH3:36]. Product: [CH3:11][NH:12][C:13]1[N:23]=[C:22]2[C:15](=[C:16]([CH2:24][C:25]3[CH:26]=[C:27]([Br:34])[C:28]([O:32][CH3:33])=[C:29]([Br:31])[CH:30]=3)[C:17]([N:19]([CH3:36])[CH:20]=[CH:21]2)=[O:18])[N:14]=1. The catalyst class is: 198. (9) Product: [ClH:7].[NH2:8][CH2:9][CH2:10][CH2:11][O:12][C:13]1[CH:30]=[CH:29][C:16]2[N:17]([CH2:27][CH3:28])[C:18](=[O:26])[C:19]([CH3:24])([CH3:25])[C:20](=[O:23])[N:21]([CH3:22])[C:15]=2[CH:14]=1. Reactant: C(OC(=O)C)C.[ClH:7].[NH2:8][CH2:9][CH2:10][CH2:11][O:12][C:13]1[CH:30]=[CH:29][C:16]2[N:17]([CH2:27][CH3:28])[C:18](=[O:26])[C:19]([CH3:25])([CH3:24])[C:20](=[O:23])[N:21]([CH3:22])[C:15]=2[CH:14]=1. The catalyst class is: 13. (10) Reactant: [C:1](Cl)(=[O:3])[CH3:2].C(N(CC)CC)C.Cl.[Br:13][C:14]1[CH:21]=[CH:20][C:17]([CH2:18][NH2:19])=[C:16]([F:22])[CH:15]=1. Product: [Br:13][C:14]1[CH:21]=[CH:20][C:17]([CH2:18][NH:19][C:1](=[O:3])[CH3:2])=[C:16]([F:22])[CH:15]=1. The catalyst class is: 2.